Dataset: Peptide-MHC class I binding affinity with 185,985 pairs from IEDB/IMGT. Task: Regression. Given a peptide amino acid sequence and an MHC pseudo amino acid sequence, predict their binding affinity value. This is MHC class I binding data. The peptide sequence is LLLLGLLLL. The MHC is HLA-A02:01 with pseudo-sequence HLA-A02:01. The binding affinity (normalized) is 0.379.